From a dataset of Full USPTO retrosynthesis dataset with 1.9M reactions from patents (1976-2016). Predict the reactants needed to synthesize the given product. (1) Given the product [Cl:1][C:2]1[N:3]=[CH:4][C:5]2[C:15]3[N:14]([CH:16]4[CH2:21][CH2:20][CH2:19][CH2:18][O:17]4)[N:13]=[CH:12][C:11]=3[C:9](=[O:10])[N:8]([CH2:22][C:23]([F:26])([F:25])[F:24])[C:6]=2[CH:7]=1, predict the reactants needed to synthesize it. The reactants are: [Cl:1][C:2]1[CH:7]=[C:6]([N:8]([CH2:22][C:23]([F:26])([F:25])[F:24])[C:9]([C:11]2[CH:12]=[N:13][N:14]([CH:16]3[CH2:21][CH2:20][CH2:19][CH2:18][O:17]3)[CH:15]=2)=[O:10])[C:5](I)=[CH:4][N:3]=1.C([O-])(=O)C.[K+]. (2) Given the product [Br:17][C:16]1[C:3]2[C:4](=[N:5][CH:6]=[C:7]([C:8]3[CH:13]=[CH:12][CH:11]=[CH:10][CH:9]=3)[C:2]=2[Cl:1])[NH:14][CH:15]=1, predict the reactants needed to synthesize it. The reactants are: [Cl:1][C:2]1[C:7]([C:8]2[CH:13]=[CH:12][CH:11]=[CH:10][CH:9]=2)=[CH:6][N:5]=[C:4]2[NH:14][CH:15]=[CH:16][C:3]=12.[Br:17]N1C(=O)CCC1=O. (3) Given the product [CH3:7][N:6]1[C:2]([CH:18]([C:11]2[C:12]3[C:17](=[CH:16][CH:15]=[CH:14][CH:13]=3)[N:8]=[CH:9][CH:10]=2)[OH:19])=[CH:3][N:4]=[CH:5]1, predict the reactants needed to synthesize it. The reactants are: Br[C:2]1[N:6]([CH3:7])[CH:5]=[N:4][CH:3]=1.[N:8]1[C:17]2[C:12](=[CH:13][CH:14]=[CH:15][CH:16]=2)[C:11]([CH:18]=[O:19])=[CH:10][CH:9]=1. (4) Given the product [Cl:30][C:12]1[CH:21]=[CH:20][C:19]2[C:14](=[CH:15][CH:16]=[C:17]([OH:23])[CH:18]=2)[N:13]=1, predict the reactants needed to synthesize it. The reactants are: N1C(C2C=CC([C:12]3[C:21](C)=[CH:20][C:19]4[C:14](=[CH:15][CH:16]=[C:17]([O:23]C)[CH:18]=4)[N:13]=3)=CC=2)=NN=N1.B(Br)(Br)Br.C(Cl)[Cl:30]. (5) Given the product [O:1]=[C:2]1[NH:6][C:5]2[S:7][C:8]([C:10]([NH2:12])=[O:11])=[CH:9][C:4]=2/[C:3]/1=[CH:26]/[C:25]1[C:21]([C:18]2[CH:19]=[CH:20][C:15]([O:14][CH3:13])=[CH:16][CH:17]=2)=[N:22][NH:23][CH:24]=1, predict the reactants needed to synthesize it. The reactants are: [O:1]=[C:2]1[NH:6][C:5]2[S:7][C:8]([C:10]([NH2:12])=[O:11])=[CH:9][C:4]=2[CH2:3]1.[CH3:13][O:14][C:15]1[CH:20]=[CH:19][C:18]([C:21]2[C:25]([CH:26]=O)=[CH:24][NH:23][N:22]=2)=[CH:17][CH:16]=1. (6) Given the product [S:25]1[C:15]2[C:16]3[CH:24]=[N:23][CH:22]=[CH:21][C:17]=3[O:18][CH2:19][CH2:20][C:14]=2[CH:13]=[C:12]1[C:9]1[N:8]([C:3]2[CH:4]=[CH:5][CH:6]=[CH:7][C:2]=2[Cl:1])[C:31](=[O:32])[NH:11][N:10]=1, predict the reactants needed to synthesize it. The reactants are: [Cl:1][C:2]1[CH:7]=[CH:6][CH:5]=[CH:4][C:3]=1[NH:8][C:9]([C:12]1[S:25][C:15]2[C:16]3[CH:24]=[N:23][CH:22]=[CH:21][C:17]=3[O:18][CH2:19][CH2:20][C:14]=2[CH:13]=1)=[N:10][NH2:11].C1N=CN([C:31](N2C=NC=C2)=[O:32])C=1. (7) Given the product [F:35][C:36]([F:41])([F:40])[C:24]([NH:23][CH2:22][CH2:21][NH:20][C:18]([C:14]1[C:13]([OH:27])=[C:12]2[C:17](=[CH:16][N:15]=1)[N:8]([CH2:1][C:2]1[CH:7]=[CH:6][CH:5]=[CH:4][CH:3]=1)[C:9](=[O:34])[C:10]([C:28]1[CH:29]=[CH:30][CH:31]=[CH:32][CH:33]=1)=[CH:11]2)=[O:19])=[O:26], predict the reactants needed to synthesize it. The reactants are: [CH2:1]([N:8]1[C:17]2[C:12](=[C:13]([OH:27])[C:14]([C:18]([NH:20][CH2:21][CH2:22][NH:23][C:24](=[O:26])O)=[O:19])=[N:15][CH:16]=2)[CH:11]=[C:10]([C:28]2[CH:33]=[CH:32][CH:31]=[CH:30][CH:29]=2)[C:9]1=[O:34])[C:2]1[CH:7]=[CH:6][CH:5]=[CH:4][CH:3]=1.[F:35][C:36]([F:41])([F:40])C(O)=O.C(N(CC)CC)C.FC(F)(F)C(OCC)=O.